This data is from Forward reaction prediction with 1.9M reactions from USPTO patents (1976-2016). The task is: Predict the product of the given reaction. (1) Given the reactants [N:1]1[CH:6]=[CH:5][CH:4]=[C:3]([CH2:7][O:8][C:9](=[O:28])[N:10]([C:21]2[CH:26]=[CH:25][N:24]=[C:23](Cl)[N:22]=2)[C:11]2[CH:16]=[CH:15][C:14]([O:17][CH3:18])=[CH:13][C:12]=2[O:19][CH3:20])[CH:2]=1.[CH3:29][O:30][C:31]1[CH:32]=[C:33]([CH:35]=[CH:36][C:37]=1[N:38]1[CH2:43][CH2:42][N:41]([CH3:44])[CH2:40][CH2:39]1)[NH2:34].C(O)(C)C.FC(F)(F)C(O)=O, predict the reaction product. The product is: [CH3:20][O:19][C:12]1[CH:13]=[C:14]([O:17][CH3:18])[CH:15]=[CH:16][C:11]=1[N:10]([C:21]1[CH:26]=[CH:25][N:24]=[C:23]([NH:34][C:33]2[CH:35]=[CH:36][C:37]([N:38]3[CH2:43][CH2:42][N:41]([CH3:44])[CH2:40][CH2:39]3)=[C:31]([O:30][CH3:29])[CH:32]=2)[N:22]=1)[C:9](=[O:28])[O:8][CH2:7][C:3]1[CH:2]=[N:1][CH:6]=[CH:5][CH:4]=1. (2) Given the reactants Br[C:2]1[CH:7]=[C:6]([F:8])[CH:5]=[CH:4][C:3]=1[NH:9][C:10]([C:12]1[CH2:13][N:14]([C:18]([O:20][C:21]([CH3:24])([CH3:23])[CH3:22])=[O:19])[CH2:15][CH2:16][CH:17]=1)=[O:11].CCN(CC)CC, predict the reaction product. The product is: [F:8][C:6]1[CH:7]=[C:2]2[C:12]3([CH2:17][CH:16]=[CH:15][N:14]([C:18]([O:20][C:21]([CH3:24])([CH3:23])[CH3:22])=[O:19])[CH2:13]3)[C:10](=[O:11])[NH:9][C:3]2=[CH:4][CH:5]=1. (3) Given the reactants [CH:1]([C:4]1[C:12]2[C:7](=[C:8]([C:17](O)=[O:18])[CH:9]=[C:10]([S:13]([CH3:16])(=[O:15])=[O:14])[CH:11]=2)[N:6]([CH3:20])[CH:5]=1)([CH3:3])[CH3:2].Cl.[NH2:22][CH2:23][C:24]1[C:25](=[O:32])[NH:26][C:27]([CH3:31])=[CH:28][C:29]=1[CH3:30].ON1C2N=CC=CC=2N=N1.CN1CCOCC1.C(Cl)CCl.C(=O)([O-])[O-].[K+].[K+], predict the reaction product. The product is: [CH3:30][C:29]1[CH:28]=[C:27]([CH3:31])[NH:26][C:25](=[O:32])[C:24]=1[CH2:23][NH:22][C:17]([C:8]1[CH:9]=[C:10]([S:13]([CH3:16])(=[O:15])=[O:14])[CH:11]=[C:12]2[C:7]=1[N:6]([CH3:20])[CH:5]=[C:4]2[CH:1]([CH3:2])[CH3:3])=[O:18]. (4) Given the reactants C[C@H]1CO[C@@]2(O[C@H]3C[C@H]4[C@@H]5CC=C6C[C@@H](O)CC[C@]6(C)[C@H]5CC[C@]4(C)[C@H]3[C@@H]2C)CC1.C(=O)(O)[O-].[Na+].[NH2:36][C:37]1[CH:42]=[CH:41][CH:40]=[CH:39][C:38]=1[OH:43].[F:44][C:45]1[CH:53]=[CH:52][C:48]([C:49](Cl)=[O:50])=[CH:47][CH:46]=1.CC1CCCO1, predict the reaction product. The product is: [F:44][C:45]1[CH:53]=[CH:52][C:48]([C:49]([NH:36][C:37]2[CH:42]=[CH:41][CH:40]=[CH:39][C:38]=2[OH:43])=[O:50])=[CH:47][CH:46]=1. (5) Given the reactants [Br:1][C:2]1[C:3]([F:11])=[C:4]([C:7]([Br:10])=[CH:8][CH:9]=1)[CH:5]=[O:6].[CH3:12][Mg]Br.[Cl-].[NH4+].O, predict the reaction product. The product is: [Br:1][C:2]1[C:3]([F:11])=[C:4]([CH:5]([OH:6])[CH3:12])[C:7]([Br:10])=[CH:8][CH:9]=1. (6) Given the reactants O1C2=CN=CC=C2C(=O)C1.C(OC([C:16]1[O:26][C:19]2=[N:20][CH:21]=[CH:22][C:23]([O:24][CH3:25])=[C:18]2[C:17]=1[OH:27])=O)C, predict the reaction product. The product is: [CH3:25][O:24][C:23]1[CH:22]=[CH:21][N:20]=[C:19]2[O:26][CH2:16][C:17](=[O:27])[C:18]=12.